Task: Predict the reaction yield, written as a fraction of the theoretical maximum amount of product (1.0 means a 100% yield; for example, 0.34 means a 34% yield).. Dataset: Reaction yield outcomes from USPTO patents with 853,638 reactions (1) The reactants are [CH3:1][O:2][C:3](=[O:28])[C:4]1[CH:9]=[CH:8][CH:7]=[CH:6][C:5]=1[NH:10][C:11](=[O:27])[CH2:12][C:13]1[CH:18]=[CH:17][C:16]([O:19][C:20]2[CH:25]=[CH:24][C:23]([OH:26])=[CH:22][CH:21]=2)=[CH:15][CH:14]=1.[C:29]([O:33][C:34]([NH:36][C:37]1[CH:38]=[C:39]([CH:42]=[CH:43][CH:44]=1)[CH2:40]O)=[O:35])([CH3:32])([CH3:31])[CH3:30].N(C(N(C)C)=O)=NC(N(C)C)=O.C(P(CCCC)CCCC)CCC. The catalyst is C(Cl)Cl.C1COCC1. The product is [CH3:1][O:2][C:3](=[O:28])[C:4]1[CH:9]=[CH:8][CH:7]=[CH:6][C:5]=1[NH:10][C:11](=[O:27])[CH2:12][C:13]1[CH:18]=[CH:17][C:16]([O:19][C:20]2[CH:21]=[CH:22][C:23]([O:26][CH2:40][C:39]3[CH:42]=[CH:43][CH:44]=[C:37]([NH:36][C:34]([O:33][C:29]([CH3:32])([CH3:31])[CH3:30])=[O:35])[CH:38]=3)=[CH:24][CH:25]=2)=[CH:15][CH:14]=1. The yield is 0.830. (2) The reactants are C(=O)([O-])[O-].[K+].[K+].C([O:10][CH:11]([C:28]1([C:38]2[CH:43]=[CH:42][CH:41]=[CH:40][CH:39]=2)[CH2:37][CH2:36][C:31]2([O:35][CH2:34][CH2:33][O:32]2)[CH2:30][CH2:29]1)[CH2:12][CH2:13][C:14]1[CH:19]=[C:18]([C:20]([F:23])([F:22])[F:21])[CH:17]=[C:16]([C:24]([F:27])([F:26])[F:25])[CH:15]=1)(=O)C. The catalyst is CO.O. The product is [C:38]1([C:28]2([CH:11]([OH:10])[CH2:12][CH2:13][C:14]3[CH:19]=[C:18]([C:20]([F:21])([F:22])[F:23])[CH:17]=[C:16]([C:24]([F:27])([F:25])[F:26])[CH:15]=3)[CH2:37][CH2:36][C:31]3([O:35][CH2:34][CH2:33][O:32]3)[CH2:30][CH2:29]2)[CH:43]=[CH:42][CH:41]=[CH:40][CH:39]=1. The yield is 0.880. (3) The yield is 0.170. The reactants are [C:1]([O:8][CH3:9])(=[O:7])/[CH:2]=[CH:3]/[C:4]([OH:6])=[O:5].[C:10]([O:18][CH2:19][CH2:20]Cl)(=[O:17])/[CH:11]=[CH:12]/[C:13]([O:15][CH3:16])=[O:14]. The catalyst is CN1C(=O)CCC1. The product is [C:4]([O:6][CH2:20][CH2:19][O:18][C:10](=[O:17])/[CH:11]=[CH:12]/[C:13]([O:15][CH3:16])=[O:14])(=[O:5])/[CH:3]=[CH:2]/[C:1]([O:8][CH3:9])=[O:7]. (4) The reactants are [CH3:1][C:2]1[C:6]2[CH:7]=[C:8]([C:11]([F:14])([F:13])[F:12])[CH:9]=[CH:10][C:5]=2[S:4][C:3]=1[C:15](OC)=[O:16].[H-].[Al+3].[Li+].[H-].[H-].[H-].O. The catalyst is O1CCCC1.[O-2].[O-2].[Mn+4]. The product is [CH3:1][C:2]1[C:6]2[CH:7]=[C:8]([C:11]([F:14])([F:12])[F:13])[CH:9]=[CH:10][C:5]=2[S:4][C:3]=1[CH:15]=[O:16]. The yield is 0.650. (5) The product is [C:24]([N:21]1[C:22]2[C:18](=[CH:17][CH:16]=[C:15]([N:14]([CH:11]3[CH2:12][CH2:13][N:8]([CH2:1][C:2]4[CH:3]=[CH:4][CH:5]=[CH:6][CH:7]=4)[CH2:9][CH2:10]3)[S:35](/[CH:34]=[CH:33]/[C:27]3[CH:32]=[CH:31][CH:30]=[CH:29][CH:28]=3)(=[O:37])=[O:36])[CH:23]=2)[CH2:19][CH2:20]1)(=[O:26])[CH3:25]. The yield is 0.920. The catalyst is C(Cl)Cl. The reactants are [CH2:1]([N:8]1[CH2:13][CH2:12][CH:11]([NH:14][C:15]2[CH:23]=[C:22]3[C:18]([CH2:19][CH2:20][N:21]3[C:24](=[O:26])[CH3:25])=[CH:17][CH:16]=2)[CH2:10][CH2:9]1)[C:2]1[CH:7]=[CH:6][CH:5]=[CH:4][CH:3]=1.[C:27]1([CH:33]=[CH:34][S:35](Cl)(=[O:37])=[O:36])[CH:32]=[CH:31][CH:30]=[CH:29][CH:28]=1.